Predict the product of the given reaction. From a dataset of Forward reaction prediction with 1.9M reactions from USPTO patents (1976-2016). Given the reactants F[C:2]1[N:7]=[C:6]([NH:8]C(=O)OC(C)(C)C)[CH:5]=[CH:4][CH:3]=1.C(N(C(OC(C)(C)C)=O)C1C=CC=C(F)N=1)(OC(C)(C)C)=O.[CH2:38]([OH:41])[CH2:39][OH:40].[H-].[Na+], predict the reaction product. The product is: [NH2:8][C:6]1[N:7]=[C:2]([O:40][CH2:39][CH2:38][OH:41])[CH:3]=[CH:4][CH:5]=1.